This data is from Catalyst prediction with 721,799 reactions and 888 catalyst types from USPTO. The task is: Predict which catalyst facilitates the given reaction. (1) Reactant: [NH2:1][C:2]1[CH:15]=[CH:14][C:13]([Cl:16])=[CH:12][C:3]=1[C:4]([NH:6][CH:7]([CH:9]1[CH2:11][CH2:10]1)[CH3:8])=[O:5].[H-].[Na+].[Br:19]Br.Cl. Product: [NH2:1][C:2]1[C:15]([Br:19])=[CH:14][C:13]([Cl:16])=[CH:12][C:3]=1[C:4]([NH:6][CH:7]([CH:9]1[CH2:11][CH2:10]1)[CH3:8])=[O:5]. The catalyst class is: 9. (2) Reactant: N[C:2]1[N:7]=[C:6](/[CH:8]=[C:9]2/[C:10](=[O:15])[NH:11][C:12](=[O:14])[S:13]/2)[CH:5]=[CH:4][N:3]=1.[O:16]1[CH:20]=[CH:19][CH:18]=[C:17]1[C:21](Cl)=[O:22].C([N:26](CC)CC)C.C(=O)(O)[O-].[Na+]. Product: [O:14]=[C:12]1[NH:11][C:10](=[O:15])[C:9](=[CH:8][C:6]2[CH:5]=[CH:4][N:3]=[C:2]([C:19]3[CH:18]=[C:17]([C:21]([NH2:26])=[O:22])[O:16][CH:20]=3)[N:7]=2)[S:13]1. The catalyst class is: 17. (3) Product: [Cl:12][C:4]1[CH:3]=[C:2]([C:13]#[N:14])[CH:11]=[CH:10][C:5]=1[C:6]([O:8][CH3:9])=[O:7]. Reactant: Br[C:2]1[CH:11]=[CH:10][C:5]([C:6]([O:8][CH3:9])=[O:7])=[C:4]([Cl:12])[CH:3]=1.[CH3:13][N:14](C=O)C. The catalyst class is: 380.